Task: Predict the reactants needed to synthesize the given product.. Dataset: Full USPTO retrosynthesis dataset with 1.9M reactions from patents (1976-2016) (1) Given the product [CH2:18]([C:3]1[C:4]([CH3:17])=[C:5]([C:15]#[N:16])[C:6]2[N:10]([C:2]=1[N:30]1[CH2:31][CH:28]([N:27]([CH3:32])[CH3:26])[CH2:29]1)[C:9]1[CH:11]=[CH:12][CH:13]=[CH:14][C:8]=1[N:7]=2)[CH2:19][CH2:20][CH2:21][CH2:22][CH3:23], predict the reactants needed to synthesize it. The reactants are: Cl[C:2]1[N:10]2[C:6](=[N:7][C:8]3[CH:14]=[CH:13][CH:12]=[CH:11][C:9]=32)[C:5]([C:15]#[N:16])=[C:4]([CH3:17])[C:3]=1[CH2:18][CH2:19][CH2:20][CH2:21][CH2:22][CH3:23].Cl.Cl.[CH3:26][N:27]([CH3:32])[CH:28]1[CH2:31][NH:30][CH2:29]1.C(N(CC)CC)C. (2) Given the product [N:19]1([CH:23]([NH:8][C:9]2[CH:10]=[C:11]3[C:16](=[CH:17][CH:18]=2)[N:15]=[CH:14][CH:13]=[CH:12]3)[CH3:22])[C:6]2[CH:5]=[CH:4][CH:3]=[CH:2][C:1]=2[N:21]=[N:20]1, predict the reactants needed to synthesize it. The reactants are: [C:1]1(C)[CH:6]=[CH:5][CH:4]=[CH:3][CH:2]=1.[NH2:8][C:9]1[CH:10]=[C:11]2[C:16](=[CH:17][CH:18]=1)[N:15]=[CH:14][CH:13]=[CH:12]2.[NH:19]1[C:23]2C=CC=C[C:22]=2[N:21]=[N:20]1.C(=O)C. (3) Given the product [C:14]([N:13]=[C:16]([NH2:17])[NH:6][C:5]1[CH:7]=[CH:8][CH:9]=[C:3]([C:2]([F:10])([F:11])[F:1])[CH:4]=1)#[N:15], predict the reactants needed to synthesize it. The reactants are: [F:1][C:2]([F:11])([F:10])[C:3]1[CH:4]=[C:5]([CH:7]=[CH:8][CH:9]=1)[NH2:6].Cl.[N-:13]([C:16]#[N:17])[C:14]#[N:15].[Na+]. (4) The reactants are: Cl.C([N:9]1[CH2:18][CH2:17][C:16]2[N:15]=[C:14]([Cl:19])[C:13]([C:20]([O:22][CH2:23][CH3:24])=[O:21])=[CH:12][C:11]=2[CH2:10]1)C1C=CC=CC=1.ClC(OC(Cl)C)=O. Given the product [ClH:19].[Cl:19][C:14]1[C:13]([C:20]([O:22][CH2:23][CH3:24])=[O:21])=[CH:12][C:11]2[CH2:10][NH:9][CH2:18][CH2:17][C:16]=2[N:15]=1, predict the reactants needed to synthesize it. (5) Given the product [CH2:8]([O:10][C:11]([N:13]1[CH2:18][CH2:17][N:16]([C:19](=[O:46])[C@@H:20]([NH:30][C:31]([C:33]2[CH:38]=[C:37]([N:1]3[CH:5]=[CH:4][N:3]=[CH:2]3)[N:36]=[C:35]([C:40]3[CH:41]=[CH:42][CH:43]=[CH:44][CH:45]=3)[N:34]=2)=[O:32])[CH2:21][CH2:22][C:23]([O:25][C:26]([CH3:29])([CH3:28])[CH3:27])=[O:24])[CH2:15][CH2:14]1)=[O:12])[CH3:9], predict the reactants needed to synthesize it. The reactants are: [NH:1]1[CH:5]=[CH:4][N:3]=[CH:2]1.[H-].[Na+].[CH2:8]([O:10][C:11]([N:13]1[CH2:18][CH2:17][N:16]([C:19](=[O:46])[C@@H:20]([NH:30][C:31]([C:33]2[CH:38]=[C:37](Cl)[N:36]=[C:35]([C:40]3[CH:45]=[CH:44][CH:43]=[CH:42][CH:41]=3)[N:34]=2)=[O:32])[CH2:21][CH2:22][C:23]([O:25][C:26]([CH3:29])([CH3:28])[CH3:27])=[O:24])[CH2:15][CH2:14]1)=[O:12])[CH3:9].O.